This data is from Reaction yield outcomes from USPTO patents with 853,638 reactions. The task is: Predict the reaction yield, written as a fraction of the theoretical maximum amount of product (1.0 means a 100% yield; for example, 0.34 means a 34% yield). (1) The yield is 0.890. The reactants are Br[C:2]1[CH:3]=[CH:4][C:5]2[NH:6][C:7]3[C:12]([C:13]=2[CH:14]=1)=[CH:11][C:10](Br)=[CH:9][CH:8]=3.[C:16]1(B(O)O)[C:25]2[C:20](=[CH:21][CH:22]=[CH:23][CH:24]=2)[CH:19]=[CH:18][CH:17]=1.C(=O)([O-])[O-].[Na+].[Na+].[CH2:35](O)[CH3:36]. The product is [C:16]1([C:2]2[CH:3]=[CH:4][C:5]3[NH:6][C:7]4[C:12]([C:13]=3[CH:14]=2)=[CH:11][C:10]([C:3]2[C:35]3[C:36](=[CH:12][CH:7]=[CH:8][CH:9]=3)[CH:13]=[CH:14][CH:2]=2)=[CH:9][CH:8]=4)[C:25]2[C:20](=[CH:21][CH:22]=[CH:23][CH:24]=2)[CH:19]=[CH:18][CH:17]=1. The catalyst is C1(C)C=CC=CC=1.C1C=CC([P]([Pd]([P](C2C=CC=CC=2)(C2C=CC=CC=2)C2C=CC=CC=2)([P](C2C=CC=CC=2)(C2C=CC=CC=2)C2C=CC=CC=2)[P](C2C=CC=CC=2)(C2C=CC=CC=2)C2C=CC=CC=2)(C2C=CC=CC=2)C2C=CC=CC=2)=CC=1.C(Cl)Cl.O. (2) The reactants are CO.C([N:10]1[CH2:15][CH2:14][O:13][CH:12]([C:16]([C:28]2[CH:33]=[CH:32][CH:31]=[CH:30][CH:29]=2)([OH:27])[CH2:17][C:18]2[CH:23]=[C:22]([F:24])[CH:21]=[CH:20][C:19]=2[O:25][CH3:26])[CH2:11]1)C1C=CC=CC=1.[ClH:34].C(O)C. The catalyst is [Pd].C(O)(C)C. The product is [ClH:34].[F:24][C:22]1[CH:21]=[CH:20][C:19]([O:25][CH3:26])=[C:18]([CH2:17][C:16]([CH:12]2[O:13][CH2:14][CH2:15][NH:10][CH2:11]2)([C:28]2[CH:29]=[CH:30][CH:31]=[CH:32][CH:33]=2)[OH:27])[CH:23]=1. The yield is 0.885. (3) The reactants are [CH2:1]([O:3][C:4]([C:6]1[C:7](Br)=[N:8][N:9]([CH2:11][C:12]2[CH:17]=[CH:16][C:15]([CH2:18][N:19]3[CH:23]=[C:22]([CH3:24])[CH:21]=[N:20]3)=[CH:14][CH:13]=2)[CH:10]=1)=[O:5])[CH3:2].C1(P(C2CCCCC2)C2C=CC=CC=2C2C(OC(C)C)=CC=CC=2OC(C)C)CCCCC1.CC(OC1C=CC=C(OC(C)C)C=1C1C(P(C2CCCCC2)C2CCCCC2)=CC=CC=1)C.[NH:92]1[CH2:97][CH2:96][O:95][CH2:94][CH2:93]1.C(=O)([O-])[O-].[Cs+].[Cs+]. The catalyst is CC(OC1C=CC=C(OC(C)C)C=1C1C(P(C2CCCCC2)C2CCCCC2)=CC=CC=1)C.CC(OC)(C)C.C1C=[C-]C(CCN)=CC=1.Cl[Pd+].CC(OC1C=CC=C(OC(C)C)C=1C1C(P(C2CCCCC2)C2CCCCC2)=CC=CC=1)C.C1C=[C-]C(C2C(N)=CC=CC=2)=CC=1.Cl[Pd+].C1COCC1. The product is [CH2:1]([O:3][C:4]([C:6]1[C:7]([N:92]2[CH2:97][CH2:96][O:95][CH2:94][CH2:93]2)=[N:8][N:9]([CH2:11][C:12]2[CH:17]=[CH:16][C:15]([CH2:18][N:19]3[CH:23]=[C:22]([CH3:24])[CH:21]=[N:20]3)=[CH:14][CH:13]=2)[CH:10]=1)=[O:5])[CH3:2]. The yield is 0.416. (4) The reactants are [H-].[Na+].N[C:4]1[CH:9]=[CH:8][CH:7]=[CH:6][CH:5]=1.[CH3:10][C:11]1[CH2:15][C:14]([CH3:16])=[C:13]([CH3:17])[C:12]=1[CH3:18].C([Si:26](Cl)([C:33]1[CH:38]=[CH:37][CH:36]=[CH:35][CH:34]=1)[C:27]1[CH:32]=[CH:31][CH:30]=[CH:29][CH:28]=1)C1C=CC=CC=1.[C:40](=O)([O-])O.[Na+].C(=O)([O-])[O-].[Na+].[Na+]. The catalyst is O1CCCC1.C1(C)C=CC=CC=1. The product is [CH2:18]([C:12]1[C:11]([SiH:26]([C:33]2[CH:34]=[CH:35][CH:36]=[CH:37][CH:38]=2)[C:27]2[CH:32]=[CH:31][CH:30]=[CH:29][CH:28]=2)([CH3:10])[C:15]([CH3:40])=[C:14]([CH3:16])[C:13]=1[CH3:17])[C:4]1[CH:9]=[CH:8][CH:7]=[CH:6][CH:5]=1. The yield is 0.464. (5) The reactants are C(=O)([O-])[O-].[K+].[K+].[Cl:7][C:8]1[CH:9]=[C:10]2[C:14](=[CH:15][CH:16]=1)[NH:13][CH:12]=[C:11]2[N+:17]([O-:19])=[O:18].Br[CH2:21][CH2:22][C:23]([F:26])([F:25])[F:24]. The catalyst is C(#N)C. The product is [Cl:7][C:8]1[CH:9]=[C:10]2[C:14](=[CH:15][CH:16]=1)[N:13]([CH2:21][CH2:22][C:23]([F:26])([F:25])[F:24])[CH:12]=[C:11]2[N+:17]([O-:19])=[O:18]. The yield is 1.00. (6) The catalyst is CC(O)C. The product is [NH:11]([C:2]1[CH:7]=[C:6]([CH2:8][OH:9])[CH:5]=[CH:4][N:3]=1)[NH2:12]. The yield is 0.260. The reactants are Cl[C:2]1[CH:7]=[C:6]([CH2:8][OH:9])[CH:5]=[CH:4][N:3]=1.O.[NH2:11][NH2:12]. (7) The reactants are [CH3:1][O:2][C:3]1[C:4](=[O:24])[C:5]([CH3:23])=[C:6]([CH2:12][C:13]2[CH:14]=[C:15]([CH2:19][C:20](O)=[O:21])[CH:16]=[CH:17][CH:18]=2)[C:7](=[O:11])[C:8]=1[O:9][CH3:10].[NH:25]1[CH2:30][CH2:29][O:28][CH2:27][CH2:26]1. No catalyst specified. The product is [CH3:1][O:2][C:3]1[C:4](=[O:24])[C:5]([CH3:23])=[C:6]([CH2:12][C:13]2[CH:14]=[C:15]([CH2:19][C:20]([N:25]3[CH2:30][CH2:29][O:28][CH2:27][CH2:26]3)=[O:21])[CH:16]=[CH:17][CH:18]=2)[C:7](=[O:11])[C:8]=1[O:9][CH3:10]. The yield is 0.370.